From a dataset of Catalyst prediction with 721,799 reactions and 888 catalyst types from USPTO. Predict which catalyst facilitates the given reaction. (1) Reactant: [Cl:1][C:2]1[CH:7]=[CH:6][C:5]([C:8](=[O:17])[CH2:9][C:10]2[CH:15]=[CH:14][C:13]([Cl:16])=[CH:12][CH:11]=2)=[CH:4][CH:3]=1.[BH4-].[Na+].O. Product: [Cl:1][C:2]1[CH:7]=[CH:6][C:5]([CH:8]([OH:17])[CH2:9][C:10]2[CH:15]=[CH:14][C:13]([Cl:16])=[CH:12][CH:11]=2)=[CH:4][CH:3]=1. The catalyst class is: 5. (2) Reactant: Cl.[NH2:2][C@@H:3]1[CH2:7][CH2:6][C@@:5]([C:11]([N:13]2[CH2:18][CH2:17][C:16]([C:20]3[CH:25]=[CH:24][CH:23]=[CH:22][C:21]=3[C:26]([F:29])([F:28])[F:27])([OH:19])[CH2:15][CH2:14]2)=[O:12])([CH:8]([CH3:10])[CH3:9])[CH2:4]1.[CH3:30][O:31][CH:32]1[C:37](=O)[CH2:36][CH2:35][O:34][CH2:33]1.C([N:41](CC)CC)C.[C:46](O[BH-](OC(=O)C)OC(=O)C)(=[O:48])C.[Na+].C([O-])(O)=O.[Na+]. Product: [NH4+:2].[OH-:12].[NH4+:41].[OH-:31].[CH3:46][OH:48].[CH:8]([C@:5]1([C:11]([N:13]2[CH2:18][CH2:17][C:16]([C:20]3[CH:25]=[CH:24][CH:23]=[CH:22][C:21]=3[C:26]([F:29])([F:27])[F:28])([OH:19])[CH2:15][CH2:14]2)=[O:12])[CH2:6][CH2:7][C@@H:3]([NH:2][CH:37]2[CH2:36][CH2:35][O:34][CH2:33][CH:32]2[O:31][CH3:30])[CH2:4]1)([CH3:10])[CH3:9]. The catalyst class is: 2. (3) Reactant: [CH:1]([O:4][C:5]1[CH:13]=[C:12]([CH3:14])[CH:11]=[CH:10][C:6]=1[C:7]([OH:9])=O)([CH3:3])[CH3:2].[NH2:15][C:16]1[CH:17]=[C:18]2[C:22](=[CH:23][CH:24]=1)[N:21]([C:25]([O:27][C:28]([CH3:31])([CH3:30])[CH3:29])=[O:26])[CH2:20][CH2:19]2.O.ON1C2C=CC=CC=2N=N1.CN(C)CCCN=C=NCC. Product: [CH:1]([O:4][C:5]1[CH:13]=[C:12]([CH3:14])[CH:11]=[CH:10][C:6]=1[C:7]([NH:15][C:16]1[CH:17]=[C:18]2[C:22](=[CH:23][CH:24]=1)[N:21]([C:25]([O:27][C:28]([CH3:31])([CH3:30])[CH3:29])=[O:26])[CH2:20][CH2:19]2)=[O:9])([CH3:2])[CH3:3]. The catalyst class is: 255. (4) Reactant: [H-].[Al+3].[Li+].[H-].[H-].[H-].O.C(OCC)(=O)C.[OH:14][C@H:15]([CH2:30][CH2:31][CH2:32][CH2:33][CH2:34][CH3:35])[CH2:16]/[CH:17]=[CH:18]\[CH2:19][CH2:20][CH2:21][CH2:22][CH2:23][CH2:24][CH2:25][C:26](OC)=[O:27]. Product: [CH2:26]([OH:27])[CH2:25][CH2:24][CH2:23][CH2:22][CH2:21][CH2:20][CH2:19]/[CH:18]=[CH:17]\[CH2:16][C@H:15]([OH:14])[CH2:30][CH2:31][CH2:32][CH2:33][CH2:34][CH3:35]. The catalyst class is: 7. (5) Reactant: [CH2:1]([C:3]1[C:8]([C:9]([OH:11])=O)=[CH:7][N:6]=[C:5]([S:12][CH3:13])[N:4]=1)[CH3:2].CN(C)C=O.C(Cl)(=O)C(Cl)=O.[Cl:25][C:26]1[CH:32]=[CH:31][CH:30]=[CH:29][C:27]=1[NH2:28].NC1C=CC=CC=1. Product: [Cl:25][C:26]1[CH:32]=[CH:31][CH:30]=[CH:29][C:27]=1[NH:28][C:9]([C:8]1[C:3]([CH2:1][CH3:2])=[N:4][C:5]([S:12][CH3:13])=[N:6][CH:7]=1)=[O:11]. The catalyst class is: 4. (6) The catalyst class is: 121. Reactant: ClC1C=CC(N[C:9](=[O:11])[CH3:10])=C(O)C=1.[H-].[Na+].C(C1OC1)Br.[Cl:20][C:21]1[CH:32]=[CH:31][C:24]2[NH:25][CH:26]([CH2:29][OH:30])[CH2:27][O:28][C:23]=2[CH:22]=1.ClC1C=CC(NC(=O)C)=C(OCC2CO2)C=1. Product: [C:9]([O:30][CH2:29][CH:26]1[NH:25][C:24]2[CH:31]=[CH:32][C:21]([Cl:20])=[CH:22][C:23]=2[O:28][CH2:27]1)(=[O:11])[CH3:10].